Dataset: Full USPTO retrosynthesis dataset with 1.9M reactions from patents (1976-2016). Task: Predict the reactants needed to synthesize the given product. (1) Given the product [NH2:11][CH:12]([CH2:13][CH2:14][P:15]([CH:18]([C:20]1[CH:25]=[C:24]([F:26])[C:23]([O:27][CH2:28][C:29]([OH:31])=[O:30])=[C:22]([F:34])[CH:21]=1)[OH:19])([OH:17])=[O:16])[C:35]([OH:37])=[O:36], predict the reactants needed to synthesize it. The reactants are: C(OC([NH:11][C@H:12]([C:35]([O:37]C)=[O:36])[CH2:13][CH2:14][P:15]([CH:18]([C:20]1[CH:25]=[C:24]([F:26])[C:23]([O:27][CH2:28][C:29]([O:31]CC)=[O:30])=[C:22]([F:34])[CH:21]=1)[OH:19])(=[O:17])[OH:16])=O)C1C=CC=CC=1. (2) Given the product [OH:15][CH2:14][C:13]1[CH:12]=[C:11]([N:8]2[C:4]3[N:5]=[CH:6][NH:7][C:2](=[O:1])[C:3]=3[CH:10]=[N:9]2)[CH:18]=[CH:17][CH:16]=1, predict the reactants needed to synthesize it. The reactants are: [O:1]=[C:2]1[NH:7][CH:6]=[N:5][C:4]2[N:8]([C:11]3[CH:12]=[C:13]([CH:16]=[CH:17][CH:18]=3)[CH:14]=[O:15])[N:9]=[CH:10][C:3]1=2.[BH4-].[Na+]. (3) The reactants are: C(O)(=O)C.[Br:5][C:6]1[CH:27]=[CH:26][C:9]([CH2:10][O:11][C:12]2[CH:17]=[CH:16][C:15]([O:18][C:19]([F:22])([F:21])[F:20])=[CH:14][C:13]=2[CH2:23][CH2:24][NH2:25])=[CH:8][CH:7]=1.[CH:28]([C:30]1[CH:39]=[CH:38][C:33]([C:34]([O:36][CH3:37])=[O:35])=[CH:32][CH:31]=1)=O.C([BH3-])#N.[Na+]. Given the product [Br:5][C:6]1[CH:7]=[CH:8][C:9]([CH2:10][O:11][C:12]2[CH:17]=[CH:16][C:15]([O:18][C:19]([F:21])([F:22])[F:20])=[CH:14][C:13]=2[CH2:23][CH2:24][NH:25][CH2:28][C:30]2[CH:39]=[CH:38][C:33]([C:34]([O:36][CH3:37])=[O:35])=[CH:32][CH:31]=2)=[CH:26][CH:27]=1, predict the reactants needed to synthesize it. (4) Given the product [CH2:31]([O:14][C:13](=[O:15])[C:12]([C:10]1[CH:9]=[C:8]2[C:3]([C@@H:4]3[CH2:23][C@@H:22]([OH:24])[CH2:21][CH2:20][C@H:5]3[C:6]([CH3:19])([CH3:18])[O:7]2)=[C:2]([OH:1])[CH:11]=1)([CH3:16])[CH3:17])[CH2:32][CH2:33][CH3:34], predict the reactants needed to synthesize it. The reactants are: [OH:1][C:2]1[CH:11]=[C:10]([C:12]([CH3:17])([CH3:16])[C:13]([OH:15])=[O:14])[CH:9]=[C:8]2[C:3]=1[C@@H:4]1[CH2:23][C@@H:22]([OH:24])[CH2:21][CH2:20][C@H:5]1[C:6]([CH3:19])([CH3:18])[O:7]2.C(=O)(O)[O-].[Na+].Br[CH2:31][CH2:32][CH2:33][CH3:34].